This data is from NCI-60 drug combinations with 297,098 pairs across 59 cell lines. The task is: Regression. Given two drug SMILES strings and cell line genomic features, predict the synergy score measuring deviation from expected non-interaction effect. Drug 1: C1CCC(C1)C(CC#N)N2C=C(C=N2)C3=C4C=CNC4=NC=N3. Drug 2: C1=NC2=C(N=C(N=C2N1C3C(C(C(O3)CO)O)O)F)N. Cell line: OVCAR3. Synergy scores: CSS=-1.92, Synergy_ZIP=2.41, Synergy_Bliss=-0.224, Synergy_Loewe=-6.37, Synergy_HSA=-4.62.